Dataset: Forward reaction prediction with 1.9M reactions from USPTO patents (1976-2016). Task: Predict the product of the given reaction. (1) Given the reactants C(O)C.[CH:4]1[C:13]2[C:7]([CH:8]=[CH:9][CH:10]=[CH:11][CH:12]=2)=[CH:6][C:5]=1[CH2:14][C:15]1[CH:16]=[CH:17][C:18]([OH:32])=[C:19]([C@@H:21]2[O:29][C@H:28]([CH2:30][OH:31])[C@@H:26]([OH:27])[C@H:24]([OH:25])[C@H:22]2[OH:23])[CH:20]=1.[OH-].[Na+:34], predict the reaction product. The product is: [CH:4]1[C:13]2[C:7]([CH:8]=[CH:9][CH:10]=[CH:11][CH:12]=2)=[CH:6][C:5]=1[CH2:14][C:15]1[CH:16]=[CH:17][C:18]([O-:32])=[C:19]([C@@H:21]2[O:29][C@H:28]([CH2:30][OH:31])[C@@H:26]([OH:27])[C@H:24]([OH:25])[C@H:22]2[OH:23])[CH:20]=1.[Na+:34]. (2) Given the reactants O.[CH:2](O)=[O:3].CO[C:7]1[CH:15]=[C:14]2[C:10]([C:11]([C:16]([NH:18][CH2:19][CH:20]3[CH2:25][CH2:24][N:23]([CH2:26][C:27]([OH:29])=[O:28])[CH2:22][CH2:21]3)=[O:17])=[N:12][NH:13]2)=[CH:9][C:8]=1[C:30]1[CH:31]=[N:32][CH:33]=[CH:34][CH:35]=1.C(OC(=O)CN1CCC(CNC(C2C3C(=CC=C(Br)C=3)NN=2)=O)CC1)C.COC1C=C(B(O)O)C=NC=1, predict the reaction product. The product is: [CH3:2][O:3][C:34]1[CH:35]=[C:30]([C:8]2[CH:9]=[C:10]3[C:14](=[CH:15][CH:7]=2)[NH:13][N:12]=[C:11]3[C:16]([NH:18][CH2:19][CH:20]2[CH2:25][CH2:24][N:23]([CH2:26][C:27]([OH:29])=[O:28])[CH2:22][CH2:21]2)=[O:17])[CH:31]=[N:32][CH:33]=1. (3) Given the reactants [C:1]([O-:4])([O-])=[O:2].[Na+].[Na+].S(O[C@:12]([C:22]1[CH:27]=[C:26]([Cl:28])[CH:25]=[CH:24][C:23]=1[NH2:29])([C:17]#[C:18][CH:19]1[CH2:21][CH2:20]1)[C:13]([F:16])([F:15])[F:14])(=O)(=O)C.CS([O-])(=O)=O.[H][H].O=C(Cl)OC(Cl)(Cl)Cl, predict the reaction product. The product is: [CH2:20]1[CH:19]([C:18]#[C:17][C@:12]2([C:13]([F:15])([F:14])[F:16])[O:4][C:1](=[O:2])[NH:29][C:23]3[CH:24]=[CH:25][C:26]([Cl:28])=[CH:27][C:22]2=3)[CH2:21]1. (4) Given the reactants [CH3:1][N:2]1[CH:6]=[C:5]([C:7]2[N:12]=[N:11][C:10]([NH:13][NH2:14])=[CH:9][CH:8]=2)[CH:4]=[N:3]1.[C:15](N1C=CN=C1)(N1C=CN=C1)=[S:16].CCCCCC.C1COCC1, predict the reaction product. The product is: [CH3:1][N:2]1[CH:6]=[C:5]([C:7]2[CH:8]=[CH:9][C:10]3[N:11]([C:15]([SH:16])=[N:14][N:13]=3)[N:12]=2)[CH:4]=[N:3]1. (5) Given the reactants C(N(CC)CC)C.[C@H:8]12[CH2:14][C@H:11]([NH:12][CH2:13]1)[CH2:10][N:9]2[C:15]([O:17][C:18]([CH3:21])([CH3:20])[CH3:19])=[O:16].Cl[C:23]1[N:24]=[N:25][C:26]([C:29]2[CH:34]=[CH:33][CH:32]=[CH:31][CH:30]=2)=[CH:27][CH:28]=1, predict the reaction product. The product is: [C:29]1([C:26]2[N:25]=[N:24][C:23]([N:12]3[CH2:13][C@@H:8]4[CH2:14][C@H:11]3[CH2:10][N:9]4[C:15]([O:17][C:18]([CH3:21])([CH3:20])[CH3:19])=[O:16])=[CH:28][CH:27]=2)[CH:30]=[CH:31][CH:32]=[CH:33][CH:34]=1. (6) Given the reactants [NH2:1][C:2]1[CH:3]=[C:4]2[C:10](Br)=[C:9]([S:12]([C:15]3[CH:20]=[CH:19][C:18]([Cl:21])=[CH:17][CH:16]=3)(=[O:14])=[O:13])[S:8][C:5]2=[N:6][CH:7]=1.[F:22][C:23]1[CH:24]=[C:25](B(O)O)[CH:26]=[CH:27][CH:28]=1, predict the reaction product. The product is: [NH2:1][C:2]1[CH:3]=[C:4]2[C:10]([C:27]3[CH:26]=[CH:25][CH:24]=[C:23]([F:22])[CH:28]=3)=[C:9]([S:12]([C:15]3[CH:20]=[CH:19][C:18]([Cl:21])=[CH:17][CH:16]=3)(=[O:14])=[O:13])[S:8][C:5]2=[N:6][CH:7]=1.